From a dataset of NCI-60 drug combinations with 297,098 pairs across 59 cell lines. Regression. Given two drug SMILES strings and cell line genomic features, predict the synergy score measuring deviation from expected non-interaction effect. (1) Drug 1: CCCS(=O)(=O)NC1=C(C(=C(C=C1)F)C(=O)C2=CNC3=C2C=C(C=N3)C4=CC=C(C=C4)Cl)F. Drug 2: C1CN(CCN1C(=O)CCBr)C(=O)CCBr. Cell line: BT-549. Synergy scores: CSS=12.4, Synergy_ZIP=0.522, Synergy_Bliss=4.86, Synergy_Loewe=-2.48, Synergy_HSA=2.54. (2) Drug 1: CC1C(C(=O)NC(C(=O)N2CCCC2C(=O)N(CC(=O)N(C(C(=O)O1)C(C)C)C)C)C(C)C)NC(=O)C3=C4C(=C(C=C3)C)OC5=C(C(=O)C(=C(C5=N4)C(=O)NC6C(OC(=O)C(N(C(=O)CN(C(=O)C7CCCN7C(=O)C(NC6=O)C(C)C)C)C)C(C)C)C)N)C. Drug 2: CC=C1C(=O)NC(C(=O)OC2CC(=O)NC(C(=O)NC(CSSCCC=C2)C(=O)N1)C(C)C)C(C)C. Cell line: NCI-H522. Synergy scores: CSS=24.8, Synergy_ZIP=-2.16, Synergy_Bliss=-1.72, Synergy_Loewe=-21.6, Synergy_HSA=-3.84. (3) Drug 1: CCC1(CC2CC(C3=C(CCN(C2)C1)C4=CC=CC=C4N3)(C5=C(C=C6C(=C5)C78CCN9C7C(C=CC9)(C(C(C8N6C=O)(C(=O)OC)O)OC(=O)C)CC)OC)C(=O)OC)O.OS(=O)(=O)O. Drug 2: CC1C(C(CC(O1)OC2CC(CC3=C2C(=C4C(=C3O)C(=O)C5=C(C4=O)C(=CC=C5)OC)O)(C(=O)CO)O)N)O.Cl. Cell line: MDA-MB-435. Synergy scores: CSS=32.3, Synergy_ZIP=6.47, Synergy_Bliss=7.54, Synergy_Loewe=5.78, Synergy_HSA=6.84. (4) Drug 1: CC1=C(C=C(C=C1)NC2=NC=CC(=N2)N(C)C3=CC4=NN(C(=C4C=C3)C)C)S(=O)(=O)N.Cl. Drug 2: C1=CC=C(C=C1)NC(=O)CCCCCCC(=O)NO. Cell line: SK-OV-3. Synergy scores: CSS=7.54, Synergy_ZIP=0.399, Synergy_Bliss=1.93, Synergy_Loewe=-5.95, Synergy_HSA=0.125. (5) Drug 1: CN(C)C1=NC(=NC(=N1)N(C)C)N(C)C. Drug 2: C1C(C(OC1N2C=NC3=C2NC=NCC3O)CO)O. Cell line: HS 578T. Synergy scores: CSS=-14.5, Synergy_ZIP=2.06, Synergy_Bliss=-5.94, Synergy_Loewe=-12.6, Synergy_HSA=-13.1.